From a dataset of Forward reaction prediction with 1.9M reactions from USPTO patents (1976-2016). Predict the product of the given reaction. (1) Given the reactants F[C:2]1[CH:7]=[CH:6][C:5]([N:8]([CH3:18])[S:9]([C:12]2[CH:17]=[CH:16][CH:15]=[CH:14][CH:13]=2)(=[O:11])=[O:10])=[CH:4][C:3]=1[N+:19]([O-:21])=[O:20].[NH2:22][CH2:23][C:24]1[CH:29]=[CH:28][N:27]=[CH:26][CH:25]=1, predict the reaction product. The product is: [CH3:18][N:8]([C:5]1[CH:6]=[CH:7][C:2]([NH:22][CH2:23][C:24]2[CH:29]=[CH:28][N:27]=[CH:26][CH:25]=2)=[C:3]([N+:19]([O-:21])=[O:20])[CH:4]=1)[S:9]([C:12]1[CH:17]=[CH:16][CH:15]=[CH:14][CH:13]=1)(=[O:11])=[O:10]. (2) Given the reactants [N:1]1([C:7]2[CH:15]=[CH:14][C:13]([N+:16]([O-:18])=[O:17])=[CH:12][C:8]=2[C:9]([OH:11])=O)[CH2:6][CH2:5][O:4][CH2:3][CH2:2]1.[CH3:19][S:20]([C:23]1[CH:28]=[CH:27][C:26]([C:29]2[CH2:30][CH2:31][NH:32][CH2:33][CH:34]=2)=[CH:25][CH:24]=1)(=[O:22])=[O:21], predict the reaction product. The product is: [CH3:19][S:20]([C:23]1[CH:24]=[CH:25][C:26]([C:29]2[CH2:34][CH2:33][N:32]([C:9]([C:8]3[CH:12]=[C:13]([N+:16]([O-:18])=[O:17])[CH:14]=[CH:15][C:7]=3[N:1]3[CH2:2][CH2:3][O:4][CH2:5][CH2:6]3)=[O:11])[CH2:31][CH:30]=2)=[CH:27][CH:28]=1)(=[O:22])=[O:21]. (3) Given the reactants [Cl:1][C:2]1[C:3](Cl)=[N:4][CH:5]=[C:6]([CH:10]=1)[C:7]([OH:9])=[O:8].[F:12][C:13]1[CH:14]=[C:15](B(O)O)[CH:16]=[CH:17][CH:18]=1.CN(C=O)C.C([O-])([O-])=O.[Cs+].[Cs+], predict the reaction product. The product is: [Cl:1][C:2]1[C:3]([C:17]2[CH:16]=[CH:15][CH:14]=[C:13]([F:12])[CH:18]=2)=[N:4][CH:5]=[C:6]([CH:10]=1)[C:7]([OH:9])=[O:8]. (4) Given the reactants [Cl:1][C:2]1[CH:7]=[CH:6][C:5]([C:8]2([CH3:22])[CH:12]([C:13]3[CH:18]=[CH:17][C:16]([Cl:19])=[CH:15][CH:14]=3)[NH:11]S(=O)(=O)[NH:9]2)=[CH:4][CH:3]=1.C1(O)C=CC=CC=1, predict the reaction product. The product is: [Cl:19][C:16]1[CH:17]=[CH:18][C:13]([CH:12]([NH2:11])[C:8]([C:5]2[CH:4]=[CH:3][C:2]([Cl:1])=[CH:7][CH:6]=2)([NH2:9])[CH3:22])=[CH:14][CH:15]=1. (5) Given the reactants [CH3:1][O:2][C:3]1[CH:11]=[CH:10][CH:9]=[CH:8][C:4]=1[C:5]([NH2:7])=O.P12(SP3(SP(SP(S3)(S1)=S)(=S)S2)=S)=[S:13].C1COCC1, predict the reaction product. The product is: [CH3:1][O:2][C:3]1[CH:11]=[CH:10][CH:9]=[CH:8][C:4]=1[C:5]([NH2:7])=[S:13]. (6) Given the reactants C[O:2][C:3](=[O:34])[CH:4]([C:6]1[CH:11]=[CH:10][C:9]([C:12]#[C:13][C:14]2[CH:23]=[C:22]([CH:24]3[CH2:26][CH2:25]3)[C:21]3[CH:20]([N:27]([CH:29]4[CH2:31][CH2:30]4)[CH3:28])[CH2:19][CH2:18][C:17]([CH3:33])([CH3:32])[C:16]=3[CH:15]=2)=[CH:8][CH:7]=1)[CH3:5].[OH-].[Li+].[Cl-].[NH4+], predict the reaction product. The product is: [CH:24]1([C:22]2[C:21]3[CH:20]([N:27]([CH:29]4[CH2:30][CH2:31]4)[CH3:28])[CH2:19][CH2:18][C:17]([CH3:32])([CH3:33])[C:16]=3[CH:15]=[C:14]([C:13]#[C:12][C:9]3[CH:8]=[CH:7][C:6]([CH:4]([CH3:5])[C:3]([OH:34])=[O:2])=[CH:11][CH:10]=3)[CH:23]=2)[CH2:26][CH2:25]1. (7) Given the reactants [CH3:1][C:2]1([CH2:6][OH:7])[CH2:5][O:4][CH2:3]1.[H-].[Na+].Br.Cl[C:12]1[CH:13]=[C:14]([CH3:22])[C:15]2[N:16]([C:18]([NH2:21])=[N:19][N:20]=2)[N:17]=1.O, predict the reaction product. The product is: [CH3:22][C:14]1[C:15]2[N:16]([C:18]([NH2:21])=[N:19][N:20]=2)[N:17]=[C:12]([O:7][CH2:6][C:2]2([CH3:1])[CH2:5][O:4][CH2:3]2)[CH:13]=1. (8) Given the reactants [I-].[Na+].C[Si](Cl)(C)C.[F:8][C:9]1[N:14]=[C:13]([C:15]([NH2:17])=[O:16])[C:12]([O:18]C)=[N:11][CH:10]=1.O, predict the reaction product. The product is: [F:8][C:9]1[N:14]=[C:13]([C:15]([NH2:17])=[O:16])[C:12]([OH:18])=[N:11][CH:10]=1.